Binary Classification. Given two protein amino acid sequences, predict whether they physically interact or not. From a dataset of Human Reference Interactome with 51,813 positive PPI pairs across 8,248 proteins, plus equal number of experimentally-validated negative pairs. (1) Protein 1 (ENSG00000162771) has sequence MNADFLLPYYTAQSGSSMSMFNTTMGKLQRQLYKGEYDIFKYAPIFESDFIQITKRGEVIDVHNRVRMVTMGIARTSPILPLPDVMLLARPATGCEEYAGHGQATKRKKRKAAKNLELTRLLPLRFVRISVQDHEKQQLRLKFATGRSCYLQLCPALDTRDDLFAYWEKLIYLLRPPMESNSSTCGIPAEDMMWMPVFQEDRRSLGAVNLQGKGDQDQVSIQSLHMVSEVCGATSAAYAGGEGLQNDFNKPTNVLNASIPKTSTELAEEPATGGIKEAAAAGAAAGAATGTVAGALSVAA.... Protein 2 (ENSG00000160741) has sequence MATSGANGPGSATASASNPRKFSEKIALQKQRQAEETAAFEEVMMDIGSTRDKL*MATSGANGPGSATASASNPRKFSEKIALQKQRQAEETAAFEEVMMDIGSTRLQAQKLRLAYTRSSHYGGSLPNVNQIGSGLAEFQSPLHSPLDSSRSTRHHGLVERVQRDPRRMVSPLRRYTRHIDSSPYSPAYLSPPPESSWRRTMAWGNFPAEKGQLFRLPSALNRTSSDSALHTSVMNPSPQDTYPGPTPPSILPSRRGGILDGEMDPKVPAIEENLLDDKHLLKPWDAKKLSSSSSRPRSC.... Result: 0 (the proteins do not interact). (2) Protein 1 (ENSG00000092094) has sequence MPAVLGFEGSANKIGVGVVRDGKVLANPRRTYVTPPGTGFLPGDTARHHRAVILDLLQEALTESGLTSQDIDCIAYTKGPGMGAPLVSVAVVARTVAQLWNKPLVGVNHCIGHIEMGRLITGATSPTVLYVSGGNTQVIAYSEHRYRIFGETIDIAVGNCLDRFARVLKISNDPSPGYNIEQMAKRGKKLVELPYTVKGMDVSFSGILSFIEDVAHRMLATGECTPEDLCFSLQETVFAMLVEITERAMAHCGSQEALIVGGVGCNVRLQEMMATMCQERGARLFATDERFCIDNGAMIA.... Protein 2 (ENSG00000196976) has sequence MRDADADAGGGADGGDGRGGHSCRGGVDTAAAPAGGAPPAHAPGPGRDAASAARGSRMRPHIFTLSVPFPTPLEAEIAHGSLAPDAEPHQRVVGKDLTVSGRILVVRWKAEDCRLLRISVINFLDQLSLVVRTMQRFGPPVSR*. Result: 1 (the proteins interact). (3) Result: 0 (the proteins do not interact). Protein 2 (ENSG00000242372) has sequence MAVRASFENNCEIGCFAKLTNTYCLVAIGGSENFYSVFEGELSDTIPVVHASIAGCRIIGRMCVGNRHGLLVPNNTTDQELQHIRNSLPDTVQIRRVEERLSALGNVTTCNDYVALVHPDLDRETEEILADVLKVEVFRQTVADQVLVGSYCVFSNQGGLVHPKTSIEDQDELSSLLQVPLVAGTVNRGSEVIAAGMVVNDWCAFCGLDTTSTELSVVESVFKLNEAQPSTIATSMRDSLIDSLT*MAVRASFENNCEIGCFAKLTNTYCLVAIGGSENFYRCGGSPGAYGGGEACAGVK.... Protein 1 (ENSG00000120094) has sequence MDYNRMNSFLEYPLCNRGPSAYSAHSAPTSFPPSSAQAVDSYASEGRYGGGLSSPAFQQNSGYPAQQPPSTLGVPFPSSAPSGYAPAACSPSYGPSQYYPLGQSEGDGGYFHPSSYGAQLGGLSDGYGAGGAGPGPYPPQHPPYGNEQTASFAPAYADLLSEDKETPCPSEPNTPTARTFDWMKVKRNPPKTAKVSEPGLGSPSGLRTNFTTRQLTELEKEFHFNKYLSRARRVEIAATLELNETQVKIWFQNRRMKQKKREREEGRVPPAPPGCPKEAAGDASDQSTCTSPEASPSSVT.... (4) Protein 1 (ENSG00000138698) has sequence MADNLSDTLKKLKITAVDKTEDSLEGCLDCLLQALAQNNTETSEKIQASGILQLFASLLTPQSSCKAKVANIIAEVAKNEFMRIPCVDAGLISPLVQLLNSKDQEVLLQTGRALGNICYDSQSSKEQFASTNIAEELVKLFKKQIEHDKREMIFEVLAPLAENDAIKLQLVEAGLVECLLEIVQQKVDSDKEDDITELKTGSDLMVLLLLGDESMQKLFEGGKGSVFQRVLSWIPSNNHQLQLAGALAIANFARNDANCIHMVDNGIVEKLMDLLDRHVEDGNVTVQHAALSALRNLAIP.... Result: 1 (the proteins interact). Protein 2 (ENSG00000154917) has sequence MSAGGDFGNPLRKFKLVFLGEQSVGKTSLITRFMYDSFDNTYQATIGIDFLSKTMYLEDRTVRLQLWDTAGQERFRSLIPSYIRDSTVAVVVYDITNLNSFQQTSKWIDDVRTERGSDVIIMLVGNKTDLADKRQITIEEGEQRAKELSVMFIETSAKTGYNVKQLFRRVASALPGMENVQEKSKEGMIDIKLDKPQEPPASEGGCSC*MYLEDRTVRLQLWDTAGQERFRSLIPSYIRDSTVAVVVYDITNLNSFQQTSKWIDDVRTERGSDVIIMLVGNKTDLADKRQITMYDSFDNT....